From a dataset of Full USPTO retrosynthesis dataset with 1.9M reactions from patents (1976-2016). Predict the reactants needed to synthesize the given product. Given the product [N:9]1[CH:10]=[CH:11][C:6]([C:4]2[N:22]=[C:20]([NH:19][C:15]3[CH:14]=[C:13]([OH:12])[CH:18]=[CH:17][CH:16]=3)[S:21][CH:3]=2)=[CH:7][CH:8]=1, predict the reactants needed to synthesize it. The reactants are: Br.Br[CH2:3][C:4]([C:6]1[CH:11]=[CH:10][N:9]=[CH:8][CH:7]=1)=O.[OH:12][C:13]1[CH:14]=[C:15]([NH:19][C:20]([NH2:22])=[S:21])[CH:16]=[CH:17][CH:18]=1.N.